The task is: Predict the product of the given reaction.. This data is from Forward reaction prediction with 1.9M reactions from USPTO patents (1976-2016). (1) Given the reactants [Br:1][C:2]1[CH:3]=[N:4][C:5]([Cl:11])=[C:6]([CH:10]=1)[C:7](O)=[O:8].C(Cl)(=O)C([Cl:15])=O, predict the reaction product. The product is: [Br:1][C:2]1[CH:10]=[C:6]([C:7]([Cl:15])=[O:8])[C:5]([Cl:11])=[N:4][CH:3]=1. (2) Given the reactants Br[C:2]1[CH:3]=[C:4]2[C:8](=[CH:9][CH:10]=1)[N:7]([CH:11]1[CH2:16][CH2:15][N:14]([CH3:17])[CH2:13][CH2:12]1)[CH:6]=[CH:5]2.C(P(C(C)(C)C)C(C)(C)C)(C)(C)C.C[Si]([N-:35][Si](C)(C)C)(C)C.[Li+], predict the reaction product. The product is: [CH3:17][N:14]1[CH2:15][CH2:16][CH:11]([N:7]2[C:8]3[C:4](=[CH:3][C:2]([NH2:35])=[CH:10][CH:9]=3)[CH:5]=[CH:6]2)[CH2:12][CH2:13]1. (3) Given the reactants [Si:1]([O:8][CH2:9][CH2:10][CH2:11][CH2:12][CH2:13]C(OCC)=O)([C:4]([CH3:7])([CH3:6])[CH3:5])([CH3:3])[CH3:2].[CH3:19][O:20][P:21]([CH2:25][C:26](=[O:40])CC(O[Si](C(C)(C)C)(C)C)CCC)(=[O:24])[O:22][CH3:23], predict the reaction product. The product is: [CH3:19][O:20][P:21]([CH2:25][C:26](=[O:40])[CH:9]([O:8][Si:1]([C:4]([CH3:5])([CH3:6])[CH3:7])([CH3:2])[CH3:3])[CH2:10][CH2:11][CH2:12][CH3:13])(=[O:24])[O:22][CH3:23]. (4) Given the reactants [Cl:1][C:2]1[CH:3]=[N:4][CH:5]=[CH:6][C:7]=1[CH:8]=[N:9][C:10]1[CH:15]=[C:14]([C:16]([F:19])([F:18])[F:17])[CH:13]=[CH:12][C:11]=1[OH:20].C(O)(=O)C.C(O)(=O)C.IC1C=CC=CC=1, predict the reaction product. The product is: [Cl:1][C:2]1[CH:3]=[N:4][CH:5]=[CH:6][C:7]=1[C:8]1[O:20][C:11]2[CH:12]=[CH:13][C:14]([C:16]([F:18])([F:17])[F:19])=[CH:15][C:10]=2[N:9]=1.